Dataset: Full USPTO retrosynthesis dataset with 1.9M reactions from patents (1976-2016). Task: Predict the reactants needed to synthesize the given product. (1) Given the product [CH2:28]([C:35]1[O:39][N:38]=[C:37]([NH:40][C:16]([C:14]2[CH:13]=[CH:12][C:10]3[CH:11]=[C:7]4[C:6](=[O:19])[NH:5][CH2:4][CH2:3][CH:2]([CH3:1])[N:8]4[C:9]=3[N:15]=2)=[O:18])[CH:36]=1)[C:29]1[CH:30]=[CH:31][CH:32]=[CH:33][CH:34]=1, predict the reactants needed to synthesize it. The reactants are: [CH3:1][CH:2]1[N:8]2[C:9]3[N:15]=[C:14]([C:16]([OH:18])=O)[CH:13]=[CH:12][C:10]=3[CH:11]=[C:7]2[C:6](=[O:19])[NH:5][CH2:4][CH2:3]1.ClC(N(C)C)=C(C)C.[CH2:28]([C:35]1[O:39][N:38]=[C:37]([NH2:40])[CH:36]=1)[C:29]1[CH:34]=[CH:33][CH:32]=[CH:31][CH:30]=1.N1C=CC=CC=1. (2) Given the product [NH2:1][S:2]([C:5]1[CH:6]=[C:7]2[C:11](=[CH:12][CH:13]=1)[NH:10][C:9](=[O:14])[C:8]2=[C:20]([C:22]1[NH:23][CH:24]=[CH:25][CH:26]=1)[C:18]([O:17][CH2:15][CH3:16])=[O:19])(=[O:4])=[O:3], predict the reactants needed to synthesize it. The reactants are: [NH2:1][S:2]([C:5]1[CH:6]=[C:7]2[C:11](=[CH:12][CH:13]=1)[NH:10][C:9](=[O:14])[CH2:8]2)(=[O:4])=[O:3].[CH2:15]([O:17][C:18]([C:20]([C:22]1[NH:23][CH:24]=[CH:25][CH:26]=1)=O)=[O:19])[CH3:16].C(N(CC)CC)C. (3) Given the product [CH:7]([NH:10][S:11]([C:14]1[CH:15]=[C:16]2[C:20](=[CH:21][CH:22]=1)[NH:19][C:18](=[O:23])[C:17]2=[N:24][NH:25][C:26]1[CH:27]=[C:31]([CH:32]=[CH:33][CH:34]=1)[C:36]([OH:39])=[O:38])(=[O:12])=[O:13])([CH3:9])[CH3:8], predict the reactants needed to synthesize it. The reactants are: N1C=CC=CC=1.[CH:7]([NH:10][S:11]([C:14]1[CH:15]=[C:16]2[C:20](=[CH:21][CH:22]=1)[NH:19][C:18](=[O:23])[C:17]2=[N:24][NH:25][C:26]1[CH:34]=[CH:33][CH:32]=[CH:31][C:27]=1C(O)=O)(=[O:13])=[O:12])([CH3:9])[CH3:8].O.[C:36]([O:39]CC)(=[O:38])C.CCCCCC. (4) Given the product [OH:1][C:2]1[CH:3]=[C:4]([CH:7]=[CH:8][C:9]=1[O:10][CH2:17][CH:18]([CH3:20])[CH3:19])[CH:5]=[O:6], predict the reactants needed to synthesize it. The reactants are: [OH:1][C:2]1[CH:3]=[C:4]([CH:7]=[CH:8][C:9]=1[OH:10])[CH:5]=[O:6].C(=O)([O-])[O-].[K+].[K+].[CH2:17](I)[CH:18]([CH3:20])[CH3:19].Cl. (5) Given the product [C:4]1([NH2:1])[C:13]2[C:8](=[CH:9][CH:10]=[CH:11][CH:12]=2)[CH:7]=[CH:6][CH:5]=1, predict the reactants needed to synthesize it. The reactants are: [N+:1]([C:4]1[C:13]2[C:8](=[CH:9][CH:10]=[CH:11][CH:12]=2)[CH:7]=[CH:6][CH:5]=1)([O-])=O.C([O-])=O.[NH4+].